The task is: Predict the product of the given reaction.. This data is from Forward reaction prediction with 1.9M reactions from USPTO patents (1976-2016). (1) Given the reactants [CH2:1]([S:8][C:9]1[C:18]2[C:13](=[CH:14][CH:15]=[CH:16][CH:17]=2)[CH:12]=[CH:11][CH:10]=1)[C:2]1[CH:7]=[CH:6][CH:5]=[CH:4][CH:3]=1.C1C(=O)N([Br:26])C(=O)C1, predict the reaction product. The product is: [CH2:1]([S:8][C:9]1[C:18]2[C:13](=[CH:14][CH:15]=[CH:16][CH:17]=2)[C:12]([Br:26])=[CH:11][CH:10]=1)[C:2]1[CH:7]=[CH:6][CH:5]=[CH:4][CH:3]=1. (2) Given the reactants N(C(OC(C)C)=O)=NC(OC(C)C)=O.[OH:15][C:16]1[CH:21]=[CH:20][C:19]([C@@H:22]2[O:27][CH2:26][CH2:25][N:24]([C:28]([O:30][C:31]([CH3:34])([CH3:33])[CH3:32])=[O:29])[CH2:23]2)=[CH:18][CH:17]=1.C1(P(C2C=CC=CC=2)C2C=CC=CC=2)C=CC=CC=1.[Br:54][CH2:55][CH2:56][CH2:57]O, predict the reaction product. The product is: [Br:54][CH2:55][CH2:56][CH2:57][O:15][C:16]1[CH:21]=[CH:20][C:19]([C@@H:22]2[O:27][CH2:26][CH2:25][N:24]([C:28]([O:30][C:31]([CH3:34])([CH3:33])[CH3:32])=[O:29])[CH2:23]2)=[CH:18][CH:17]=1. (3) Given the reactants [C:1]([C:5]1[N:6]=[C:7]2[CH:12]=[C:11]([C:13](O)=[O:14])[CH:10]=[CH:9][N:8]2[C:16]=1[CH2:17][CH:18]1[CH2:23][CH2:22][CH2:21][CH2:20][CH2:19]1)([CH3:4])([CH3:3])[CH3:2].[CH3:24][CH:25]1[CH2:30][CH2:29][CH2:28][NH:27][CH2:26]1, predict the reaction product. The product is: [C:1]([C:5]1[N:6]=[C:7]2[CH:12]=[C:11]([C:13]([N:27]3[CH2:28][CH2:29][CH2:30][CH:25]([CH3:24])[CH2:26]3)=[O:14])[CH:10]=[CH:9][N:8]2[C:16]=1[CH2:17][CH:18]1[CH2:19][CH2:20][CH2:21][CH2:22][CH2:23]1)([CH3:4])([CH3:2])[CH3:3]. (4) The product is: [Cl:1][C:2]1[CH:3]=[C:4]([C:13]2[S:17][C:16]([C:18]([OH:20])=[O:19])=[N:15][C:14]=2[C:23]2[CH:28]=[CH:27][C:26]([F:29])=[C:25]([C:30]#[N:31])[CH:24]=2)[CH:5]=[C:6]([F:8])[CH:7]=1. Given the reactants [Cl:1][C:2]1[CH:3]=[C:4](B(O)O)[CH:5]=[C:6]([F:8])[CH:7]=1.Br[C:13]1[S:17][C:16]([C:18]([O:20]CC)=[O:19])=[N:15][C:14]=1[C:23]1[CH:28]=[CH:27][C:26]([F:29])=[C:25]([C:30]#[N:31])[CH:24]=1.C(=O)(O)[O-].[Na+], predict the reaction product.